The task is: Predict which catalyst facilitates the given reaction.. This data is from Catalyst prediction with 721,799 reactions and 888 catalyst types from USPTO. (1) Reactant: [H-].[Na+].[SH:3][CH2:4][C:5]([O:7][CH2:8][CH3:9])=[O:6].Cl[C:11]1[CH:18]=[CH:17][C:16]([N+:19]([O-:21])=[O:20])=[CH:15][C:12]=1[CH:13]=O.Cl. Product: [CH2:8]([O:7][C:5]([C:4]1[S:3][C:11]2[CH:18]=[CH:17][C:16]([N+:19]([O-:21])=[O:20])=[CH:15][C:12]=2[CH:13]=1)=[O:6])[CH3:9]. The catalyst class is: 9. (2) Reactant: [Cl:1][C:2]1[CH:33]=[CH:32][CH:31]=[C:30]([F:34])[C:3]=1[C:4]([NH:6][C:7]([N:9]([C:18]1[CH:23]=[CH:22][C:21]([O:24][CH3:25])=[C:20]([C:26]([O:28][CH3:29])=[O:27])[CH:19]=1)[NH:10]C(OC(C)(C)C)=O)=[O:8])=O.FC(F)(F)C(O)=O. Product: [Cl:1][C:2]1[CH:33]=[CH:32][CH:31]=[C:30]([F:34])[C:3]=1[C:4]1[NH:6][C:7](=[O:8])[N:9]([C:18]2[CH:23]=[CH:22][C:21]([O:24][CH3:25])=[C:20]([CH:19]=2)[C:26]([O:28][CH3:29])=[O:27])[N:10]=1. The catalyst class is: 2.